Task: Predict the reactants needed to synthesize the given product.. Dataset: Full USPTO retrosynthesis dataset with 1.9M reactions from patents (1976-2016) (1) The reactants are: [F:1][CH:2]([F:21])[O:3][C:4]1[C:9]2[O:10][C:11]3([O:17][C:8]=2[C:7]([C:18]([OH:20])=[O:19])=[CH:6][CH:5]=1)[CH2:16][CH2:15][S:14][CH2:13][CH2:12]3.[N+:22]([C:25]1[CH:30]=[CH:29][C:28](O)=[CH:27][CH:26]=1)([O-:24])=[O:23].COC(C)(C)C.CCOC(C)=O. Given the product [F:21][CH:2]([F:1])[O:3][C:4]1[C:9]2[O:10][C:11]3([O:17][C:8]=2[C:7]([C:18]([O:20][C:28]2[CH:29]=[CH:30][C:25]([N+:22]([O-:24])=[O:23])=[CH:26][CH:27]=2)=[O:19])=[CH:6][CH:5]=1)[CH2:16][CH2:15][S:14][CH2:13][CH2:12]3, predict the reactants needed to synthesize it. (2) Given the product [CH3:13][O:14][C:15]1[CH:22]=[C:21]([O:23][CH3:24])[C:20]([C:25]2[N:26]([CH3:34])[C:27]3[C:32]([CH:33]=2)=[CH:31][CH:30]=[CH:29][CH:28]=3)=[CH:19][C:16]=1/[CH:17]=[CH:2]/[C:1]([C:4]1[CH:12]=[CH:11][C:7]([C:8]([OH:10])=[O:9])=[CH:6][CH:5]=1)=[O:3], predict the reactants needed to synthesize it. The reactants are: [C:1]([C:4]1[CH:12]=[CH:11][C:7]([C:8]([OH:10])=[O:9])=[CH:6][CH:5]=1)(=[O:3])[CH3:2].[CH3:13][O:14][C:15]1[CH:22]=[C:21]([O:23][CH3:24])[C:20]([C:25]2[N:26]([CH3:34])[C:27]3[C:32]([CH:33]=2)=[CH:31][CH:30]=[CH:29][CH:28]=3)=[CH:19][C:16]=1[CH:17]=O. (3) Given the product [C:19]([C:2]1[CH:3]=[C:4]([CH:9]=[C:10]([C:12](=[O:18])[N:13]([CH3:17])[CH2:14][CH2:15][CH3:16])[CH:11]=1)[C:5]([O:7][CH3:8])=[O:6])(=[O:21])[CH3:20], predict the reactants needed to synthesize it. The reactants are: Br[C:2]1[CH:3]=[C:4]([CH:9]=[C:10]([C:12](=[O:18])[N:13]([CH3:17])[CH2:14][CH2:15][CH3:16])[CH:11]=1)[C:5]([O:7][CH3:8])=[O:6].[CH:19]([O:21]CCCC)=[CH2:20].C1C=CC(P(C2C=CC=CC=2)CCCP(C2C=CC=CC=2)C2C=CC=CC=2)=CC=1.C(=O)([O-])[O-].[K+].[K+].Cl. (4) Given the product [Cl:16][C:11]1[CH:10]=[C:9]([NH:8][C:5]2[N:4]=[C:3]([S:17]([CH3:20])(=[O:19])=[O:18])[C:2]([C:25]3[CH:26]=[N:21][CH:22]=[N:23][CH:24]=3)=[CH:7][N:6]=2)[CH:14]=[CH:13][C:12]=1[F:15], predict the reactants needed to synthesize it. The reactants are: Br[C:2]1[C:3]([S:17]([CH3:20])(=[O:19])=[O:18])=[N:4][C:5]([NH:8][C:9]2[CH:14]=[CH:13][C:12]([F:15])=[C:11]([Cl:16])[CH:10]=2)=[N:6][CH:7]=1.[N:21]1[CH:26]=[C:25](B(O)O)[CH:24]=[N:23][CH:22]=1.C(=O)([O-])[O-].[Na+].[Na+]. (5) Given the product [CH2:1]([O:3][C:4]([C:6]1([C:9]2[CH:10]=[CH:11][C:12]([C:15]3[CH:20]=[CH:19][C:18]([C:21]4[O:25][N:24]=[C:23]([CH3:26])[C:22]=4[CH2:27][CH2:28][O:29][CH2:31][C:32]4[CH:37]=[CH:36][CH:35]=[CH:34][N:33]=4)=[CH:17][CH:16]=3)=[CH:13][CH:14]=2)[CH2:8][CH2:7]1)=[O:5])[CH3:2], predict the reactants needed to synthesize it. The reactants are: [CH2:1]([O:3][C:4]([C:6]1([C:9]2[CH:14]=[CH:13][C:12]([C:15]3[CH:20]=[CH:19][C:18]([C:21]4[O:25][N:24]=[C:23]([CH3:26])[C:22]=4[CH2:27][CH2:28][OH:29])=[CH:17][CH:16]=3)=[CH:11][CH:10]=2)[CH2:8][CH2:7]1)=[O:5])[CH3:2].Br[CH2:31][C:32]1[CH:37]=[CH:36][CH:35]=[CH:34][N:33]=1. (6) The reactants are: COC(C1C=C(NS(C2C=CC(C)=CC=2)(=O)=O)C2C(=C(OCC3C=CC=CC=3)C=CC=2)N=1)=O.[CH3:34][O:35][C:36]([C:38]1[CH:47]=[C:46]([OH:48])[C:45]2[C:40](=[C:41]([N+:57]([O-])=O)[CH:42]=[C:43]([O:49]CC3C=CC=CC=3)[CH:44]=2)[N:39]=1)=[O:37]. Given the product [CH3:34][O:35][C:36]([C:38]1[CH:47]=[C:46]([OH:48])[C:45]2[C:40](=[C:41]([NH2:57])[CH:42]=[C:43]([OH:49])[CH:44]=2)[N:39]=1)=[O:37], predict the reactants needed to synthesize it. (7) Given the product [CH3:1][C:2]1[O:6][C:5]([C:7]2[CH:8]=[CH:9][C:10]([C:13]([F:16])([F:15])[F:14])=[CH:11][CH:12]=2)=[N:4][C:3]=1[CH2:17][CH2:18][OH:19], predict the reactants needed to synthesize it. The reactants are: [CH3:1][C:2]1[O:6][C:5]([C:7]2[CH:12]=[CH:11][C:10]([C:13]([F:16])([F:15])[F:14])=[CH:9][CH:8]=2)=[N:4][C:3]=1[CH2:17][C:18](O)=[O:19].B.C1COCC1. (8) Given the product [CH3:17][C:18]1[CH:22]=[C:21]([CH3:23])[NH:20][C:19]=1[CH:24]=[C:9]1[C:8]2[C:12](=[CH:13][CH:14]=[CH:15][C:7]=2[CH:4]2[CH2:3][CH2:2][NH:1][CH2:6][CH2:5]2)[NH:11][C:10]1=[O:16], predict the reactants needed to synthesize it. The reactants are: [NH:1]1[CH2:6][CH2:5][CH:4]([C:7]2[CH:15]=[CH:14][CH:13]=[C:12]3[C:8]=2[CH2:9][C:10](=[O:16])[NH:11]3)[CH2:3][CH2:2]1.[CH3:17][C:18]1[CH:22]=[C:21]([CH3:23])[NH:20][C:19]=1[CH:24]=O.N1CCCC1. (9) Given the product [F:1][C:2]([F:7])([F:6])[C:3]([OH:5])=[O:4].[F:8][C:9]([F:14])([F:13])[C:10]([OH:12])=[O:11].[C:17]([N:49]1[CH2:50][CH2:51][CH2:52][C@@H:47]([CH2:46][C:45]([NH:44][C:36]2[CH:37]=[CH:38][C:39]3[NH:40][C:41]4[N:42]=[C:26]([NH:27][C:28]5[CH:29]=[N:30][CH:31]=[C:32]([CH:54]=5)[CH2:33][CH2:34][C:35]=2[CH:43]=3)[N:25]=[CH:24][C:23]=4[Cl:22])=[O:53])[CH2:48]1)(=[O:18])[CH3:16], predict the reactants needed to synthesize it. The reactants are: [F:1][C:2]([F:7])([F:6])[C:3]([OH:5])=[O:4].[F:8][C:9]([F:14])([F:13])[C:10]([OH:12])=[O:11].F[C:16](F)(F)[C:17](O)=[O:18].[Cl:22][C:23]1[CH:24]=[N:25][C:26]2[NH:27][C:28]3[CH:29]=[N:30][CH:31]=[C:32]([CH:54]=3)[CH2:33][CH2:34][C:35]3[CH:43]=[C:39]([NH:40][C:41]=1[N:42]=2)[CH:38]=[CH:37][C:36]=3[NH:44][C:45](=[O:53])[CH2:46][C@@H:47]1[CH2:52][CH2:51][CH2:50][NH:49][CH2:48]1.C(Cl)(=O)C. (10) Given the product [CH:22]1([C:2]2[CH:3]=[C:4]3[C:9](=[CH:10][CH:11]=2)[N:8]=[CH:7][CH:6]=[C:5]3[S:12][C:13]2([C:17]([O:19][CH2:20][CH3:21])=[O:18])[CH2:16][CH2:15][CH2:14]2)[CH2:24][CH2:23]1, predict the reactants needed to synthesize it. The reactants are: Br[C:2]1[CH:3]=[C:4]2[C:9](=[CH:10][CH:11]=1)[N:8]=[CH:7][CH:6]=[C:5]2[S:12][C:13]1([C:17]([O:19][CH2:20][CH3:21])=[O:18])[CH2:16][CH2:15][CH2:14]1.[CH:22]1(B(O)O)[CH2:24][CH2:23]1.C(=O)([O-])[O-].[Na+].[Na+].O1CCOCC1.